This data is from Reaction yield outcomes from USPTO patents with 853,638 reactions. The task is: Predict the reaction yield, written as a fraction of the theoretical maximum amount of product (1.0 means a 100% yield; for example, 0.34 means a 34% yield). (1) The reactants are [Cl:1][C:2]1[C:3]([O:12][C:13]2[CH:18]=[C:17]([O:19][CH2:20][CH2:21][CH2:22][C:23]#[N:24])[CH:16]=[CH:15][C:14]=2/[CH:25]=[CH:26]/[C:27]([O:29]CC)=[O:28])=[N:4][CH:5]=[C:6]([C:8]([F:11])([F:10])[F:9])[CH:7]=1.O1CCCC1.[OH-].[Na+].Cl. The catalyst is O.C(O)C. The product is [Cl:1][C:2]1[C:3]([O:12][C:13]2[CH:18]=[C:17]([O:19][CH2:20][CH2:21][CH2:22][C:23]#[N:24])[CH:16]=[CH:15][C:14]=2/[CH:25]=[CH:26]/[C:27]([OH:29])=[O:28])=[N:4][CH:5]=[C:6]([C:8]([F:9])([F:11])[F:10])[CH:7]=1. The yield is 0.780. (2) The product is [OH:7][CH:8]1[C:12]2[N:13]=[CH:14][N:15]=[C:16]([N:17]3[CH2:22][CH2:21][N:20]([C:23]([O:25][C:26]([CH3:29])([CH3:28])[CH3:27])=[O:24])[CH2:19][CH2:18]3)[C:11]=2[C@H:10]([CH3:30])[CH2:9]1. The yield is 0.564. The catalyst is O. The reactants are O[Li].O.C([O:7][CH:8]1[C:12]2[N:13]=[CH:14][N:15]=[C:16]([N:17]3[CH2:22][CH2:21][N:20]([C:23]([O:25][C:26]([CH3:29])([CH3:28])[CH3:27])=[O:24])[CH2:19][CH2:18]3)[C:11]=2[C@H:10]([CH3:30])[CH2:9]1)(=O)C.C1COCC1.[NH4+].[Cl-]. (3) No catalyst specified. The yield is 0.880. The reactants are [CH2:1]([CH:3]([C:6]1[C:11]2[N:12]([CH3:16])[C:13](=O)[NH:14][C:10]=2[C:9]([CH3:17])=[CH:8][CH:7]=1)[CH2:4][CH3:5])[CH3:2].P(Cl)(Cl)([Cl:20])=O. The product is [Cl:20][C:13]1[N:12]([CH3:16])[C:11]2[C:6]([CH:3]([CH2:4][CH3:5])[CH2:1][CH3:2])=[CH:7][CH:8]=[C:9]([CH3:17])[C:10]=2[N:14]=1. (4) The reactants are C([O:3][C:4]([C:6]1[NH:7][C:8]2[C:13]([C:14]=1[CH3:15])=[CH:12][C:11]([F:16])=[CH:10][CH:9]=2)=[O:5])C.O.[OH-].[Li+].Cl. The catalyst is O1CCOCC1.O. The product is [F:16][C:11]1[CH:12]=[C:13]2[C:8](=[CH:9][CH:10]=1)[NH:7][C:6]([C:4]([OH:5])=[O:3])=[C:14]2[CH3:15]. The yield is 0.630. (5) The reactants are [NH:1]1[CH2:5][CH2:4][CH2:3][CH2:2]1.Cl[C:7]1[N:12]=[C:11]([CH3:13])[C:10]([CH:14]([CH2:19][CH2:20][CH3:21])[C:15]([O:17][CH3:18])=[O:16])=[C:9]([C:22]2[CH:27]=[CH:26][C:25]([CH3:28])=[CH:24][CH:23]=2)[N:8]=1. The catalyst is O1CCCC1. The product is [CH3:13][C:11]1[C:10]([CH:14]([CH2:19][CH2:20][CH3:21])[C:15]([O:17][CH3:18])=[O:16])=[C:9]([C:22]2[CH:27]=[CH:26][C:25]([CH3:28])=[CH:24][CH:23]=2)[N:8]=[C:7]([N:1]2[CH2:5][CH2:4][CH2:3][CH2:2]2)[N:12]=1. The yield is 0.930. (6) The reactants are Cl[C:2]1[C:11]([C:12]([OH:14])=[O:13])=[CH:10][C:9]2[C:4](=[C:5]([Cl:16])[CH:6]=[C:7]([Cl:15])[CH:8]=2)[N:3]=1.[NH2:17][C@H:18]([C:26]([OH:28])=[O:27])[CH2:19][C:20]1[CH:25]=[CH:24][CH:23]=[CH:22][CH:21]=1. No catalyst specified. The product is [C:26]([C@@H:18]([NH:17][C:2]1[C:11]([C:12]([OH:14])=[O:13])=[CH:10][C:9]2[C:4](=[C:5]([Cl:16])[CH:6]=[C:7]([Cl:15])[CH:8]=2)[N:3]=1)[CH2:19][C:20]1[CH:25]=[CH:24][CH:23]=[CH:22][CH:21]=1)([OH:28])=[O:27]. The yield is 0.390. (7) The product is [C:1]([O:4][CH2:5][C:6]1[C:7]([S:22]([CH3:25])(=[O:23])=[O:24])=[CH:8][C:9]2[N:13]3[CH2:14][CH2:15][N:16]([C:27]4[N:32]=[C:31]([C:33]([F:35])([F:36])[F:34])[C:30]([C:37]([O:39][CH2:40][CH3:41])=[O:38])=[CH:29][N:28]=4)[C@H:17]([CH:18]([CH3:19])[CH3:20])[C:12]3=[N:11][C:10]=2[CH:21]=1)(=[O:3])[CH3:2]. The reactants are [C:1]([O:4][CH2:5][C:6]1[C:7]([S:22]([CH3:25])(=[O:24])=[O:23])=[CH:8][C:9]2[N:13]3[CH2:14][CH2:15][NH:16][C@H:17]([CH:18]([CH3:20])[CH3:19])[C:12]3=[N:11][C:10]=2[CH:21]=1)(=[O:3])[CH3:2].Cl[C:27]1[N:32]=[C:31]([C:33]([F:36])([F:35])[F:34])[C:30]([C:37]([O:39][CH2:40][CH3:41])=[O:38])=[CH:29][N:28]=1.CCN(C(C)C)C(C)C.CCOC(C)=O. The catalyst is C(Cl)Cl.CC(O)C. The yield is 0.870. (8) The reactants are [NH:1]1[C:5]2[CH:6]=[CH:7][CH:8]=[CH:9][C:4]=2[N:3]=[C:2]1[CH2:10][CH2:11][CH2:12][OH:13].C(N(CC)C(C)C)(C)C.[C:23](O[C:23]([O:25][C:26]([CH3:29])([CH3:28])[CH3:27])=[O:24])([O:25][C:26]([CH3:29])([CH3:28])[CH3:27])=[O:24]. The catalyst is CN(C=O)C. The product is [C:26]([O:25][C:23]([N:1]1[C:5]2[CH:6]=[CH:7][CH:8]=[CH:9][C:4]=2[N:3]=[C:2]1[CH2:10][CH2:11][CH2:12][OH:13])=[O:24])([CH3:29])([CH3:28])[CH3:27]. The yield is 0.950. (9) The yield is 0.470. The reactants are [NH2:1][C:2]1[CH:9]=[C:8]([Cl:10])[CH:7]=[CH:6][C:3]=1[C:4]#[N:5].[Cl:11]N1C(=O)CCC1=O.CN(C=O)C. The product is [NH2:1][C:2]1[CH:9]=[C:8]([Cl:10])[C:7]([Cl:11])=[CH:6][C:3]=1[C:4]#[N:5]. The catalyst is CCOC(C)=O. (10) The reactants are [NH:1]1[CH2:5][CH2:4][CH2:3][C@@H:2]1[CH2:6][NH2:7].CN(C=O)C.[Br:13][C:14]1[C:15](=[O:36])[C:16]([O:28][CH2:29][C:30]2[CH:35]=[CH:34][CH:33]=[CH:32][CH:31]=2)=[C:17]([C:24](OC)=[O:25])[N:18]([CH2:20][CH:21](O)O)[CH:19]=1.[Br-]. The catalyst is C(#N)C.C(O)(=O)C. The product is [Br:13][C:14]1[C:15](=[O:36])[C:16]([O:28][CH2:29][C:30]2[CH:35]=[CH:34][CH:33]=[CH:32][CH:31]=2)=[C:17]2[C:24](=[O:25])[N:7]3[CH2:6][C@H:2]4[CH2:3][CH2:4][CH2:5][N:1]4[C@@H:21]3[CH2:20][N:18]2[CH:19]=1. The yield is 0.780.